From a dataset of Forward reaction prediction with 1.9M reactions from USPTO patents (1976-2016). Predict the product of the given reaction. Given the reactants Br[C:2]1[CH:9]=[C:8]([N:10]2[C:18]3[C:13](=[C:14]([C:19]4[CH:20]=[N:21][C:22]5[C:27]([CH:28]=4)=[CH:26][CH:25]=[CH:24][CH:23]=5)[CH:15]=[CH:16][CH:17]=3)[C:12]([C:29]([F:32])([F:31])[F:30])=[N:11]2)[CH:7]=[CH:6][C:3]=1[C:4]#[N:5].[NH2:33][C@H:34]1[CH2:39][CH2:38][C@H:37]([OH:40])[CH2:36][CH2:35]1.C(=O)([O-])[O-].[Cs+].[Cs+].C1(P(C2C=CC=CC=2)C2C3OC4C(=CC=CC=4P(C4C=CC=CC=4)C4C=CC=CC=4)C(C)(C)C=3C=CC=2)C=CC=CC=1, predict the reaction product. The product is: [OH:40][C@H:37]1[CH2:38][CH2:39][C@H:34]([NH:33][C:2]2[CH:9]=[C:8]([N:10]3[C:18]4[C:13](=[C:14]([C:19]5[CH:20]=[N:21][C:22]6[C:27]([CH:28]=5)=[CH:26][CH:25]=[CH:24][CH:23]=6)[CH:15]=[CH:16][CH:17]=4)[C:12]([C:29]([F:32])([F:31])[F:30])=[N:11]3)[CH:7]=[CH:6][C:3]=2[C:4]#[N:5])[CH2:35][CH2:36]1.